Task: Predict which catalyst facilitates the given reaction.. Dataset: Catalyst prediction with 721,799 reactions and 888 catalyst types from USPTO (1) Reactant: [CH2:1]([N:8]1[CH2:13][CH2:12][CH:11]([NH:14][C:15]2[C:20]([C:21]([NH2:23])=[O:22])=[CH:19][N:18]=[C:17]3[N:24]([CH2:27][O:28][CH2:29][CH2:30][Si:31]([CH3:34])([CH3:33])[CH3:32])[CH:25]=[CH:26][C:16]=23)[CH2:10][CH2:9]1)[C:2]1[CH:7]=[CH:6][CH:5]=[CH:4][CH:3]=1.[C:35](N1C=CN=C1)(N1C=CN=C1)=[O:36].[Cl-].[Na+]. Product: [CH2:1]([N:8]1[CH2:13][CH2:12][CH:11]([N:14]2[C:15]3[C:16]4[CH:26]=[CH:25][N:24]([CH2:27][O:28][CH2:29][CH2:30][Si:31]([CH3:34])([CH3:33])[CH3:32])[C:17]=4[N:18]=[CH:19][C:20]=3[C:21](=[O:22])[NH:23][C:35]2=[O:36])[CH2:10][CH2:9]1)[C:2]1[CH:7]=[CH:6][CH:5]=[CH:4][CH:3]=1. The catalyst class is: 80. (2) Reactant: COCCOC[O:7][C:8]1[CH:13]=[CH:12][C:11]([C:14]2[N:19]=[C:18]([C:20]#[N:21])[C:17]3[N:22]=[CH:23][N:24]([CH3:25])[C:16]=3[CH:15]=2)=[CH:10][C:9]=1[C:26]([F:29])([F:28])[F:27].Cl.[Cl-].[Na+]. Product: [OH:7][C:8]1[CH:13]=[CH:12][C:11]([C:14]2[N:19]=[C:18]([C:20]#[N:21])[C:17]3[N:22]=[CH:23][N:24]([CH3:25])[C:16]=3[CH:15]=2)=[CH:10][C:9]=1[C:26]([F:29])([F:28])[F:27]. The catalyst class is: 1. (3) Reactant: C([O:8][C:9]1[CH:14]=[CH:13][C:12]([O:15][CH3:16])=[CH:11][C:10]=1[CH:17]([C:19]1[CH:24]=[CH:23][C:22]([O:25][CH3:26])=[CH:21][CH:20]=1)O)C1C=CC=CC=1.Cl. Product: [CH3:26][O:25][C:22]1[CH:21]=[CH:20][C:19]([CH2:17][C:10]2[CH:11]=[C:12]([O:15][CH3:16])[CH:13]=[CH:14][C:9]=2[OH:8])=[CH:24][CH:23]=1. The catalyst class is: 293. (4) Reactant: [O:1]=[C:2]1[CH2:7][N:6]([C:8]([O:10]C2C=CC([N+]([O-])=O)=CC=2)=O)[C:5]2[N:20]=[CH:21][C:22]([C:24]([F:27])([F:26])[F:25])=[CH:23][C:4]=2[NH:3]1.Cl.[F:29][C:30]([F:43])([F:42])[O:31][C:32]1[CH:37]=[CH:36][C:35]([CH:38]([NH2:41])[CH2:39][CH3:40])=[CH:34][CH:33]=1.C(N(CC)CC)C. Product: [O:1]=[C:2]1[CH2:7][N:6]([C:8]([NH:41][CH:38]([C:35]2[CH:34]=[CH:33][C:32]([O:31][C:30]([F:29])([F:42])[F:43])=[CH:37][CH:36]=2)[CH2:39][CH3:40])=[O:10])[C:5]2[N:20]=[CH:21][C:22]([C:24]([F:25])([F:26])[F:27])=[CH:23][C:4]=2[NH:3]1. The catalyst class is: 9. (5) Reactant: C([O:8][C:9]1[CH:14]=[CH:13][C:12]([C:15]2[CH:20]=[C:19]([O:21][CH:22]3[CH2:27][CH2:26][N:25]([CH3:28])[CH2:24][CH2:23]3)[N:18]=[N:17][C:16]=2[CH2:29][CH2:30][CH2:31][CH3:32])=[CH:11][CH:10]=1)C1C=CC=CC=1. Product: [CH2:29]([C:16]1[N:17]=[N:18][C:19]([O:21][CH:22]2[CH2:23][CH2:24][N:25]([CH3:28])[CH2:26][CH2:27]2)=[CH:20][C:15]=1[C:12]1[CH:11]=[CH:10][C:9]([OH:8])=[CH:14][CH:13]=1)[CH2:30][CH2:31][CH3:32]. The catalyst class is: 381.